Dataset: Full USPTO retrosynthesis dataset with 1.9M reactions from patents (1976-2016). Task: Predict the reactants needed to synthesize the given product. (1) Given the product [Cl:31][C:6]1[C:5]2[C:10](=[CH:11][C:12]([O:13][CH2:14][CH2:15][CH2:16][N:17]3[CH2:22][CH2:21][O:20][CH2:19][CH2:18]3)=[C:3]([O:2][CH3:1])[CH:4]=2)[N:9]=[CH:8][N:7]=1, predict the reactants needed to synthesize it. The reactants are: [CH3:1][O:2][C:3]1[CH:4]=[C:5]2[C:10](=[CH:11][C:12]=1[O:13][CH2:14][CH2:15][CH2:16][N:17]1[CH2:22][CH2:21][O:20][CH2:19][CH2:18]1)[N:9]=[CH:8][NH:7][C:6]2=O.CN(C=O)C.S(Cl)([Cl:31])=O. (2) Given the product [CH2:2]([O:8][CH2:10][Si:11]([CH3:18])([O:15][CH2:16][CH3:17])[O:12][CH2:13][CH3:14])[CH:3]1[O:7][CH2:6][CH2:5][CH2:4]1, predict the reactants needed to synthesize it. The reactants are: [Na].[CH2:2]([OH:8])[CH:3]1[O:7][CH2:6][CH2:5][CH2:4]1.Cl[CH2:10][Si:11]([CH3:18])([O:15][CH2:16][CH3:17])[O:12][CH2:13][CH3:14]. (3) Given the product [CH2:1]([O:3][C:4](=[O:30])[C:5]([N:8]([C:20](=[O:29])[C:21]1[CH:22]=[C:23]([CH3:28])[CH:24]=[C:25]([CH3:27])[CH:26]=1)[NH2:9])([CH3:7])[CH3:6])[CH3:2], predict the reactants needed to synthesize it. The reactants are: [CH2:1]([O:3][C:4](=[O:30])[C:5]([N:8]([C:20](=[O:29])[C:21]1[CH:26]=[C:25]([CH3:27])[CH:24]=[C:23]([CH3:28])[CH:22]=1)[NH:9]C(OCC1C=CC=CC=1)=O)([CH3:7])[CH3:6])[CH3:2].CCN(CC)CC.[SiH](CC)(CC)CC.